Dataset: Forward reaction prediction with 1.9M reactions from USPTO patents (1976-2016). Task: Predict the product of the given reaction. (1) Given the reactants [CH3:1][C:2]([CH3:31])([CH3:30])[CH2:3][C:4]([NH:6][C:7]1[C:8]([CH3:29])=[C:9](B(O)O)[C:10]2[O:14][CH2:13][CH:12]([C:15]3[CH:20]=[CH:19][C:18]([CH:21]([CH3:23])[CH3:22])=[CH:17][CH:16]=3)[C:11]=2[C:24]=1[CH3:25])=[O:5].[C:32]([C:35]1[S:36][C:37](Br)=[CH:38][CH:39]=1)(=[O:34])[CH3:33], predict the reaction product. The product is: [C:32]([C:35]1[S:36][C:37]([C:9]2[C:10]3[O:14][CH2:13][CH:12]([C:15]4[CH:20]=[CH:19][C:18]([CH:21]([CH3:22])[CH3:23])=[CH:17][CH:16]=4)[C:11]=3[C:24]([CH3:25])=[C:7]([NH:6][C:4](=[O:5])[CH2:3][C:2]([CH3:1])([CH3:30])[CH3:31])[C:8]=2[CH3:29])=[CH:38][CH:39]=1)(=[O:34])[CH3:33]. (2) Given the reactants [BH4-].[Na+].[CH2:3]1[O:13][C:7]2([CH2:12][CH2:11][CH2:10][CH2:9][CH2:8]2)[O:6][CH2:5][CH2:4]1.Cl, predict the reaction product. The product is: [CH:7]1([O:6][CH2:5][CH2:4][CH2:3][OH:13])[CH2:12][CH2:11][CH2:10][CH2:9][CH2:8]1. (3) Given the reactants [OH:1][C:2]1[CH:9]=[CH:8][C:5]([CH:6]=[CH2:7])=[CH:4][CH:3]=1.C=CC1C=CC=CC=1, predict the reaction product. The product is: [CH:7]#[C:6][C:5]1[CH:8]=[CH:9][C:2]([OH:1])=[CH:3][CH:4]=1. (4) Given the reactants F[C:2]1[CH:11]=[C:10]2[C:5]([CH:6]=CC(=O)[NH:9]2)=[CH:4][CH:3]=1.CN.O.C[CH2:17][OH:18].C[N:20]1C(=O)CCC1, predict the reaction product. The product is: [NH2:9][C:10]1[CH:11]=[CH:2][CH:3]=[C:4]([O:18][CH3:17])[C:5]=1[C:6]#[N:20]. (5) The product is: [Si:5]([O:4][CH2:3][CH2:2][N:18]1[CH2:17][CH2:16][N:15]([C:19]([O:21][C:22]([CH3:24])([CH3:23])[CH3:25])=[O:20])[CH2:14][C:13]1=[O:12])([C:8]([CH3:11])([CH3:10])[CH3:9])([CH3:7])[CH3:6]. Given the reactants Br[CH2:2][CH2:3][O:4][Si:5]([C:8]([CH3:11])([CH3:10])[CH3:9])([CH3:7])[CH3:6].[O:12]=[C:13]1[NH:18][CH2:17][CH2:16][N:15]([C:19]([O:21][C:22]([CH3:25])([CH3:24])[CH3:23])=[O:20])[CH2:14]1.[OH-].[K+], predict the reaction product. (6) Given the reactants C(OC(=O)[NH:7][CH:8]1[CH2:14][S:13][CH2:12][CH2:11][N:10]([CH2:15][C:16]2[CH:25]=[CH:24][C:23]3[C:18](=[CH:19][CH:20]=[CH:21][CH:22]=3)[CH:17]=2)[C:9]1=[O:26])(C)(C)C.[ClH:28], predict the reaction product. The product is: [ClH:28].[NH2:7][CH:8]1[CH2:14][S:13][CH2:12][CH2:11][N:10]([CH2:15][C:16]2[CH:25]=[CH:24][C:23]3[C:18](=[CH:19][CH:20]=[CH:21][CH:22]=3)[CH:17]=2)[C:9]1=[O:26]. (7) Given the reactants [CH3:1][C:2]1([O:5][CH2:4]1)[CH3:3].Cl([O-])(=O)(=O)=O.[Li+].[Cl:12][C:13]1[CH:18]=[C:17]([Cl:19])[CH:16]=[CH:15][C:14]=1[CH2:20][NH:21][CH:22]1[CH2:27][CH2:26][N:25]([C:28]([O:30][C:31]([CH3:34])([CH3:33])[CH3:32])=[O:29])[CH2:24][CH2:23]1, predict the reaction product. The product is: [Cl:12][C:13]1[CH:18]=[C:17]([Cl:19])[CH:16]=[CH:15][C:14]=1[CH2:20][N:21]([CH2:4][C:2]([OH:5])([CH3:3])[CH3:1])[CH:22]1[CH2:23][CH2:24][N:25]([C:28]([O:30][C:31]([CH3:34])([CH3:33])[CH3:32])=[O:29])[CH2:26][CH2:27]1. (8) Given the reactants Br[C:2]1[C:3]([N:23]([CH3:28])[S:24]([CH3:27])(=[O:26])=[O:25])=[CH:4][C:5]2[O:9][C:8]([C:10]3[CH:15]=[CH:14][C:13]([C:16]#[N:17])=[CH:12][CH:11]=3)=[C:7]([C:18]([NH:20][CH3:21])=[O:19])[C:6]=2[CH:22]=1.[CH3:29][C:30]1([CH3:46])[C:34]([CH3:36])([CH3:35])[O:33][B:32]([B:32]2[O:33][C:34]([CH3:36])([CH3:35])[C:30]([CH3:46])([CH3:29])[O:31]2)[O:31]1.CC([O-])=O.[K+], predict the reaction product. The product is: [C:16]([C:13]1[CH:14]=[CH:15][C:10]([C:8]2[O:9][C:5]3[CH:4]=[C:3]([N:23]([CH3:28])[S:24]([CH3:27])(=[O:26])=[O:25])[C:2]([B:32]4[O:33][C:34]([CH3:36])([CH3:35])[C:30]([CH3:46])([CH3:29])[O:31]4)=[CH:22][C:6]=3[C:7]=2[C:18]([NH:20][CH3:21])=[O:19])=[CH:11][CH:12]=1)#[N:17]. (9) The product is: [Cl:17][C:18]1[C:19]([N:24]2[C:28]([C:8]3[O:7][C:5](=[O:6])[C:4]4[CH:11]=[C:12]([N+:14]([O-:16])=[O:15])[CH:13]=[C:2]([CH3:1])[C:3]=4[N:9]=3)=[CH:27][C:26]([C:32]([F:35])([F:33])[F:34])=[N:25]2)=[N:20][CH:21]=[CH:22][CH:23]=1. Given the reactants [CH3:1][C:2]1[CH:13]=[C:12]([N+:14]([O-:16])=[O:15])[CH:11]=[C:4]2[C:5]([O:7][C:8](=O)[NH:9][C:3]=12)=[O:6].[Cl:17][C:18]1[C:19]([N:24]2[C:28](C(Cl)=O)=[CH:27][C:26]([C:32]([F:35])([F:34])[F:33])=[N:25]2)=[N:20][CH:21]=[CH:22][CH:23]=1, predict the reaction product.